Dataset: Full USPTO retrosynthesis dataset with 1.9M reactions from patents (1976-2016). Task: Predict the reactants needed to synthesize the given product. Given the product [C:15]([O:18][CH:19]1[CH:24]([N:25]([CH3:26])[CH3:27])[CH2:23][CH:22]([CH3:28])[O:21][CH:20]1[O:14][CH:1]1[CH2:13][CH2:12][CH2:11][CH2:10][CH2:9][CH2:8][CH2:7][CH2:6][CH2:5][CH2:4][CH2:3][CH2:2]1)(=[O:17])[CH3:16], predict the reactants needed to synthesize it. The reactants are: [CH:1]1([OH:14])[CH2:13][CH2:12][CH2:11][CH2:10][CH2:9][CH2:8][CH2:7][CH2:6][CH2:5][CH2:4][CH2:3][CH2:2]1.[C:15]([O:18][CH:19]1[CH:24]([N:25]([CH3:27])[CH3:26])[CH2:23][CH:22]([CH3:28])[O:21][CH:20]1F)(=[O:17])[CH3:16].B(F)(F)F.CCOCC.